Dataset: Forward reaction prediction with 1.9M reactions from USPTO patents (1976-2016). Task: Predict the product of the given reaction. (1) Given the reactants [Cl-].[Ce+3].[Cl-].[Cl-].[I-].[Na+].[Br:7][CH2:8][C:9]([C:11]1[CH:16]=[CH:15][CH:14]=[CH:13][N:12]=1)=[O:10].[CH2:17]([N:24]1[CH2:29][CH2:28][C:27](=[O:30])[CH2:26][CH2:25]1)[C:18]1[CH:23]=[CH:22][CH:21]=[CH:20][CH:19]=1, predict the reaction product. The product is: [BrH:7].[CH2:17]([N:24]1[CH2:29][CH2:28][C:27]([CH2:8][C:9]([C:11]2[CH:16]=[CH:15][CH:14]=[CH:13][N:12]=2)=[O:10])([OH:30])[CH2:26][CH2:25]1)[C:18]1[CH:19]=[CH:20][CH:21]=[CH:22][CH:23]=1. (2) The product is: [N:20]1([CH:2]([C:7]2[CH:12]=[CH:11][CH:10]=[CH:9][CH:8]=2)[C:3]([O:5][CH3:6])=[O:4])[CH2:25][CH2:24][O:23][CH2:22][CH2:21]1. Given the reactants Br[CH:2]([C:7]1[CH:12]=[CH:11][CH:10]=[CH:9][CH:8]=1)[C:3]([O:5][CH3:6])=[O:4].C(N(CC)CC)C.[NH:20]1[CH2:25][CH2:24][O:23][CH2:22][CH2:21]1.O, predict the reaction product. (3) The product is: [ClH:65].[OH:26][C@@H:25]1[C@@H:24]([OH:36])[C@@H:23]([CH2:37][OH:38])[NH:22][C@H:21]1[C:12]1[C:13]2[N:14]=[CH:15][NH:16][C:17](=[O:19])[C:18]=2[NH:10][CH:11]=1. Given the reactants C(OC[N:10]1[C:18]2[C:17]([O:19]C)=[N:16][CH:15]=[N:14][C:13]=2[C:12]([C@H:21]2[C@H:25]([O:26]CC3C=CC(OC)=CC=3)[C@@H:24]([OH:36])[C@@H:23]([CH2:37][O:38]C(C3C=CC=CC=3)(C3C=CC=CC=3)C3C=CC=CC=3)[N:22]2C(OC(C)(C)C)=O)=[CH:11]1)C1C=CC=CC=1.[ClH:65], predict the reaction product.